This data is from Reaction yield outcomes from USPTO patents with 853,638 reactions. The task is: Predict the reaction yield, written as a fraction of the theoretical maximum amount of product (1.0 means a 100% yield; for example, 0.34 means a 34% yield). (1) The reactants are [F:1][C:2]1[CH:7]=[CH:6][CH:5]=[C:4]([F:8])[C:3]=1[N:9]1[C:14]2[N:15]=[C:16](S(C)=O)[N:17]=[C:18]([C:19]3[CH:20]=[C:21]([CH:32]=[CH:33][C:34]=3[CH3:35])[C:22]([NH:24][C:25]3[CH:30]=[CH:29][C:28]([F:31])=[CH:27][CH:26]=3)=[O:23])[C:13]=2[CH:12]=[CH:11][C:10]1=[O:39].[CH3:40][NH:41][CH2:42][CH2:43][NH2:44]. The catalyst is C1COCC1. The product is [NH2:44][CH2:43][CH2:42][N:41]([CH3:40])[C:16]1[N:17]=[C:18]([C:19]2[CH:20]=[C:21]([CH:32]=[CH:33][C:34]=2[CH3:35])[C:22]([NH:24][C:25]2[CH:30]=[CH:29][C:28]([F:31])=[CH:27][CH:26]=2)=[O:23])[C:13]2[CH:12]=[CH:11][C:10](=[O:39])[N:9]([C:3]3[C:2]([F:1])=[CH:7][CH:6]=[CH:5][C:4]=3[F:8])[C:14]=2[N:15]=1. The yield is 0.160. (2) The reactants are [CH3:1][C:2]1[C:6]2[C:7](=[O:19])[N:8]([CH2:11][CH2:12][N:13]3[CH2:18][CH2:17][O:16][CH2:15][CH2:14]3)[CH2:9][CH2:10][C:5]=2[NH:4][C:3]=1[CH:20]=O.[O:22]=[C:23]1[CH2:31][C:30]2[C:25](=[CH:26][CH:27]=[C:28]([NH:32][CH:33]=[O:34])[CH:29]=2)[NH:24]1. No catalyst specified. The product is [CH3:1][C:2]1[C:6]2[C:7](=[O:19])[N:8]([CH2:11][CH2:12][N:13]3[CH2:14][CH2:15][O:16][CH2:17][CH2:18]3)[CH2:9][CH2:10][C:5]=2[NH:4][C:3]=1[CH:20]=[C:31]1[C:30]2[C:25](=[CH:26][CH:27]=[C:28]([NH:32][CH:33]=[O:34])[CH:29]=2)[NH:24][C:23]1=[O:22]. The yield is 0.851.